This data is from NCI-60 drug combinations with 297,098 pairs across 59 cell lines. The task is: Regression. Given two drug SMILES strings and cell line genomic features, predict the synergy score measuring deviation from expected non-interaction effect. (1) Drug 1: C1=CC(=CC=C1CCC2=CNC3=C2C(=O)NC(=N3)N)C(=O)NC(CCC(=O)O)C(=O)O. Drug 2: C1=C(C(=O)NC(=O)N1)N(CCCl)CCCl. Cell line: HCT-15. Synergy scores: CSS=47.8, Synergy_ZIP=-4.77, Synergy_Bliss=-7.10, Synergy_Loewe=-6.64, Synergy_HSA=-3.17. (2) Drug 1: CC1OCC2C(O1)C(C(C(O2)OC3C4COC(=O)C4C(C5=CC6=C(C=C35)OCO6)C7=CC(=C(C(=C7)OC)O)OC)O)O. Drug 2: CCC1=C2CN3C(=CC4=C(C3=O)COC(=O)C4(CC)O)C2=NC5=C1C=C(C=C5)O. Cell line: UACC62. Synergy scores: CSS=42.2, Synergy_ZIP=-6.48, Synergy_Bliss=-3.63, Synergy_Loewe=-3.36, Synergy_HSA=0.580. (3) Drug 1: CCCS(=O)(=O)NC1=C(C(=C(C=C1)F)C(=O)C2=CNC3=C2C=C(C=N3)C4=CC=C(C=C4)Cl)F. Drug 2: CCC1(CC2CC(C3=C(CCN(C2)C1)C4=CC=CC=C4N3)(C5=C(C=C6C(=C5)C78CCN9C7C(C=CC9)(C(C(C8N6C=O)(C(=O)OC)O)OC(=O)C)CC)OC)C(=O)OC)O.OS(=O)(=O)O. Cell line: LOX IMVI. Synergy scores: CSS=57.5, Synergy_ZIP=0.357, Synergy_Bliss=-0.493, Synergy_Loewe=-8.11, Synergy_HSA=6.30.